Dataset: Peptide-MHC class I binding affinity with 185,985 pairs from IEDB/IMGT. Task: Regression. Given a peptide amino acid sequence and an MHC pseudo amino acid sequence, predict their binding affinity value. This is MHC class I binding data. (1) The peptide sequence is HERPVILSL. The MHC is HLA-A26:01 with pseudo-sequence HLA-A26:01. The binding affinity (normalized) is 0.0847. (2) The peptide sequence is ILSDIISAEK. The MHC is HLA-A68:01 with pseudo-sequence HLA-A68:01. The binding affinity (normalized) is 0.866. (3) The peptide sequence is WRWKSQVTI. The MHC is HLA-A26:03 with pseudo-sequence HLA-A26:03. The binding affinity (normalized) is 0.0847. (4) The peptide sequence is FTIDNIVTSL. The MHC is HLA-A02:06 with pseudo-sequence HLA-A02:06. The binding affinity (normalized) is 0.